Dataset: Catalyst prediction with 721,799 reactions and 888 catalyst types from USPTO. Task: Predict which catalyst facilitates the given reaction. (1) Reactant: [Cl:1][C:2]1[CH:7]=[CH:6][CH:5]=[CH:4][C:3]=1[CH:8]([C:20]1[CH:28]=[CH:27][C:23]([C:24]([OH:26])=O)=[C:22]([F:29])[CH:21]=1)[CH2:9][C:10]([C:12]1[CH:17]=[CH:16][C:15](=[O:18])[N:14]([CH3:19])[CH:13]=1)=[O:11].[F:30][C:31]([F:35])([F:34])[CH2:32][NH2:33].CN([P+](ON1N=NC2C=CC=CC1=2)(N(C)C)N(C)C)C.F[P-](F)(F)(F)(F)F. Product: [Cl:1][C:2]1[CH:7]=[CH:6][CH:5]=[CH:4][C:3]=1[CH:8]([C:20]1[CH:28]=[CH:27][C:23]([C:24]([NH:33][CH2:32][C:31]([F:35])([F:34])[F:30])=[O:26])=[C:22]([F:29])[CH:21]=1)[CH2:9][C:10]([C:12]1[CH:17]=[CH:16][C:15](=[O:18])[N:14]([CH3:19])[CH:13]=1)=[O:11]. The catalyst class is: 7. (2) Reactant: [Cl:1][C:2]1[C:3]([S:29][C:30]2[CH:35]=[CH:34][C:33]([O:36][CH3:37])=[CH:32][CH:31]=2)=[CH:4][C:5]([F:28])=[C:6]([S:8]([N:11](CC2C=CC(OC)=CC=2OC)[C:12]2[S:13][CH:14]=[N:15][N:16]=2)(=[O:10])=[O:9])[CH:7]=1.Cl. Product: [Cl:1][C:2]1[C:3]([S:29][C:30]2[CH:31]=[CH:32][C:33]([O:36][CH3:37])=[CH:34][CH:35]=2)=[CH:4][C:5]([F:28])=[C:6]([S:8]([NH:11][C:12]2[S:13][CH:14]=[N:15][N:16]=2)(=[O:10])=[O:9])[CH:7]=1. The catalyst class is: 12. (3) Reactant: C[O:2][C:3]([CH:5]1[CH:7]([C:8](=[O:24])[NH:9][C:10]2[CH:15]=[CH:14][C:13]([N:16]3[CH:21]=[CH:20][CH:19]=[CH:18][C:17]3=[O:22])=[CH:12][C:11]=2[F:23])[CH:6]1[C:25](=[O:34])[NH:26][C:27]1[CH:32]=[CH:31][C:30]([Cl:33])=[CH:29][N:28]=1)=[O:4].[Li+].[OH-].Cl. Product: [Cl:33][C:30]1[CH:31]=[CH:32][C:27]([NH:26][C:25]([CH:6]2[CH:7]([C:8](=[O:24])[NH:9][C:10]3[CH:15]=[CH:14][C:13]([N:16]4[CH:21]=[CH:20][CH:19]=[CH:18][C:17]4=[O:22])=[CH:12][C:11]=3[F:23])[CH:5]2[C:3]([OH:4])=[O:2])=[O:34])=[N:28][CH:29]=1. The catalyst class is: 1. (4) Reactant: [OH:1][C:2]1[CH:7]=[C:6]([CH2:8][O:9][CH3:10])[N:5]=[C:4]([S:11][CH3:12])[N:3]=1.C1C(=O)N([Cl:20])C(=O)C1.CN(C=O)C.C(Cl)Cl. Product: [Cl:20][C:7]1[C:2]([OH:1])=[N:3][C:4]([S:11][CH3:12])=[N:5][C:6]=1[CH2:8][O:9][CH3:10]. The catalyst class is: 521. (5) The catalyst class is: 12. Reactant: P([O-])([O-])([O-])=O.[K+].[K+].[K+].[F:9][C:10]1[C:15](B(O)O)=[CH:14][CH:13]=[CH:12][N:11]=1.Br[C:20]1[CH:33]=[CH:32][C:31]2[O:30][C:29]3[C:24](=[CH:25][C:26]([O:34][CH2:35][C:36]([CH3:39])([CH3:38])[CH3:37])=[CH:27][CH:28]=3)[C@@:23]3([N:44]=[C:43]([NH2:45])[CH2:42][O:41][CH2:40]3)[C:22]=2[CH:21]=1.O. Product: [CH3:37][C:36]([CH3:39])([CH3:38])[CH2:35][O:34][C:26]1[CH:27]=[CH:28][C:29]2[O:30][C:31]3[C:22](=[CH:21][C:20]([C:15]4[C:10]([F:9])=[N:11][CH:12]=[CH:13][CH:14]=4)=[CH:33][CH:32]=3)[C@:23]3([N:44]=[C:43]([NH2:45])[CH2:42][O:41][CH2:40]3)[C:24]=2[CH:25]=1.